From a dataset of Full USPTO retrosynthesis dataset with 1.9M reactions from patents (1976-2016). Predict the reactants needed to synthesize the given product. (1) Given the product [C:1]12([CH2:11][S:12]([OH:15])(=[O:13])=[O:14])[C:8]([CH3:10])([CH3:9])[CH:5]([CH2:6][CH2:7]1)[CH2:4][C:2]2=[O:3], predict the reactants needed to synthesize it. The reactants are: [C:1]12([CH2:11][S:12]([O-:15])(=[O:14])=[O:13])[C:8]([CH3:10])([CH3:9])[CH:5]([CH2:6][CH2:7]1)[CH2:4][C:2]2=[O:3].[NH4+]. (2) Given the product [ClH:1].[ClH:1].[F:15][C:16]1[CH:44]=[CH:43][CH:42]=[CH:41][C:17]=1[C:18]([N:20]1[CH2:25][CH2:24][NH:23][CH2:22][CH:21]1[CH2:33][O:34][C:35]1[CH:36]=[N:37][CH:38]=[CH:39][CH:40]=1)=[O:19], predict the reactants needed to synthesize it. The reactants are: [ClH:1].O1CCOCC1.OC(C(F)(F)F)=O.[F:15][C:16]1[CH:44]=[CH:43][CH:42]=[CH:41][C:17]=1[C:18]([N:20]1[CH2:25][CH2:24][N:23](C(OC(C)(C)C)=O)[CH2:22][CH:21]1[CH2:33][O:34][C:35]1[CH:36]=[N:37][CH:38]=[CH:39][CH:40]=1)=[O:19]. (3) Given the product [ClH:1].[ClH:1].[ClH:1].[ClH:1].[NH2:32][C@H:28]1[CH2:27][C:26]2[CH:40]=[C:22]([CH:23]=[CH:24][C:25]=2[OH:41])[C:21]2=[CH:42][C:17](=[C:18]([OH:43])[CH:19]=[CH:20]2)[CH2:16][C@@H:15]([C:44]([NH:46][CH2:47][CH2:48][CH2:49][C@H:50]([NH2:58])[CH2:51][C:52]([NH:54][CH2:55][CH2:56][NH2:57])=[O:53])=[O:45])[N:14]([CH2:59][CH3:60])[C:13](=[O:61])[C@H:12]([CH2:11][CH2:10][CH2:9][NH2:8])[NH:30][C:29]1=[O:31], predict the reactants needed to synthesize it. The reactants are: [ClH:1].C(OC(=O)[NH:8][CH2:9][CH2:10][CH2:11][C@@H:12]1[NH:30][C:29](=[O:31])[C@@H:28]([NH:32]C(OC(C)(C)C)=O)[CH2:27][C:26]2[CH:40]=[C:22]([CH:23]=[CH:24][C:25]=2[OH:41])[C:21]2=[CH:42][C:17](=[C:18]([OH:43])[CH:19]=[CH:20]2)[CH2:16][C@@H:15]([C:44]([NH:46][CH2:47][CH2:48][CH2:49][C@H:50]([NH2:58])[CH2:51][C:52]([NH:54][CH2:55][CH2:56][NH2:57])=[O:53])=[O:45])[N:14]([CH2:59][CH3:60])[C:13]1=[O:61])(C)(C)C. (4) Given the product [Br:1][C:2]1[S:3][C:4]([CH:7]([OH:8])[CH3:9])=[CH:5][N:6]=1, predict the reactants needed to synthesize it. The reactants are: [Br:1][C:2]1[S:3][C:4]([CH:7]=[O:8])=[CH:5][N:6]=1.[CH3:9][Mg+].[Br-]. (5) Given the product [F:1][C:2]1[CH:7]=[C:6]([CH3:8])[C:5]([C:9]2[C:20](=[O:21])[N:19]([CH3:22])[C:12]3[N:13]=[C:14]([NH:36][CH3:35])[N:15]=[CH:16][C:11]=3[CH:10]=2)=[CH:4][C:3]=1[NH:23][C:24]([NH:26][C:27]1[CH:31]=[C:30]([CH:32]([CH3:34])[CH3:33])[O:29][N:28]=1)=[O:25], predict the reactants needed to synthesize it. The reactants are: [F:1][C:2]1[CH:7]=[C:6]([CH3:8])[C:5]([C:9]2[C:20](=[O:21])[N:19]([CH3:22])[C:12]3[N:13]=[C:14](SC)[N:15]=[CH:16][C:11]=3[CH:10]=2)=[CH:4][C:3]=1[NH:23][C:24]([NH:26][C:27]1[CH:31]=[C:30]([CH:32]([CH3:34])[CH3:33])[O:29][N:28]=1)=[O:25].[CH3:35][NH2:36].C1COCC1. (6) Given the product [CH3:1][C:2]1[O:6][N:5]=[C:4]([C:7]2[CH:8]=[CH:9][CH:10]=[CH:11][CH:12]=2)[C:3]=1[C:13]1[CH:18]=[CH:17][C:16]([S:19]([NH:22][C:2](=[O:6])[CH2:3][CH3:4])(=[O:21])=[O:20])=[CH:15][CH:14]=1, predict the reactants needed to synthesize it. The reactants are: [CH3:1][C:2]1[O:6][N:5]=[C:4]([C:7]2[CH:12]=[CH:11][CH:10]=[CH:9][CH:8]=2)[C:3]=1[C:13]1[CH:18]=[CH:17][C:16]([S:19]([NH2:22])(=[O:21])=[O:20])=[CH:15][CH:14]=1. (7) Given the product [F:22][C:19]1[CH:18]=[CH:17][C:16]([C:6]2[C:7]3[C:12](=[CH:11][CH:10]=[C:9]([C:13]([NH:23][CH2:24][C:25]4[CH:26]=[N:27][CH:28]=[CH:29][CH:30]=4)=[O:14])[CH:8]=3)[NH:4][N:5]=2)=[CH:21][CH:20]=1, predict the reactants needed to synthesize it. The reactants are: C([N:4]1[C:12]2[C:7](=[CH:8][C:9]([C:13](Cl)=[O:14])=[CH:10][CH:11]=2)[C:6]([C:16]2[CH:21]=[CH:20][C:19]([F:22])=[CH:18][CH:17]=2)=[N:5]1)(=O)C.[NH2:23][CH2:24][C:25]1[CH:26]=[N:27][CH:28]=[CH:29][CH:30]=1.